Dataset: Full USPTO retrosynthesis dataset with 1.9M reactions from patents (1976-2016). Task: Predict the reactants needed to synthesize the given product. (1) The reactants are: [CH3:1][C:2]1[CH:7]=[CH:6][C:5]([NH2:8])=[CH:4][C:3]=1[NH:9][C:10]1[C:15]([C:16]2[CH:21]=[CH:20][N:19]=[CH:18][N:17]=2)=[CH:14][CH:13]=[CH:12][N:11]=1.N1C=CC=CC=1.[Cl:28][C:29]1[CH:34]=[CH:33][C:32]([S:35](Cl)(=[O:37])=[O:36])=[CH:31][CH:30]=1. Given the product [Cl:28][C:29]1[CH:34]=[CH:33][C:32]([S:35]([NH:8][C:5]2[CH:6]=[CH:7][C:2]([CH3:1])=[C:3]([NH:9][C:10]3[C:15]([C:16]4[CH:21]=[CH:20][N:19]=[CH:18][N:17]=4)=[CH:14][CH:13]=[CH:12][N:11]=3)[CH:4]=2)(=[O:37])=[O:36])=[CH:31][CH:30]=1, predict the reactants needed to synthesize it. (2) Given the product [CH2:1]([O:8][C:9]1[CH:10]=[N:11][CH:12]=[C:13]([CH:23]=[O:24])[CH:14]=1)[C:2]1[CH:7]=[CH:6][CH:5]=[CH:4][CH:3]=1, predict the reactants needed to synthesize it. The reactants are: [CH2:1]([O:8][C:9]1[CH:10]=[N:11][CH:12]=[C:13](Br)[CH:14]=1)[C:2]1[CH:7]=[CH:6][CH:5]=[CH:4][CH:3]=1.C([Mg]Cl)(C)C.CN(C)[CH:23]=[O:24].